This data is from Peptide-MHC class II binding affinity with 134,281 pairs from IEDB. The task is: Regression. Given a peptide amino acid sequence and an MHC pseudo amino acid sequence, predict their binding affinity value. This is MHC class II binding data. The peptide sequence is IFMTATPPGTADAFP. The MHC is DRB1_0901 with pseudo-sequence DRB1_0901. The binding affinity (normalized) is 0.297.